Dataset: hERG potassium channel inhibition data for cardiac toxicity prediction from Karim et al.. Task: Regression/Classification. Given a drug SMILES string, predict its toxicity properties. Task type varies by dataset: regression for continuous values (e.g., LD50, hERG inhibition percentage) or binary classification for toxic/non-toxic outcomes (e.g., AMES mutagenicity, cardiotoxicity, hepatotoxicity). Dataset: herg_karim. (1) The drug is NC(=O)n1cc(NC(=O)N2CCC[C@H]2C(=O)Nc2cccc(OC(F)(F)F)c2)c2ccccc21. The result is 0 (non-blocker). (2) The drug is Cc1ncc(-c2nc(Nc3ccc(C(=O)NC4CCN(C)CC4)c(F)c3)ncc2F)n1C(C)C. The result is 0 (non-blocker). (3) The compound is N#Cc1ccc(S(=O)(=O)NCCCN2CC3CN(CCc4ccc(F)cc4)CC(C2)O3)cc1. The result is 0 (non-blocker). (4) The drug is Cc1ccc2c(-c3nnc(SCCCN4CCc5cc6c(cc5CC4)OCC(=O)N6)n3C)cccc2n1. The result is 1 (blocker). (5) The molecule is CN1CCN(C(=O)NC2CCN(Cc3ccn(-c4ccc(C(F)(F)F)cc4)c3)CC2)C(c2ccccc2)C1. The result is 1 (blocker). (6) The result is 1 (blocker). The compound is CN1CC2C(C1)C2CN(Cc1cccc(OC(F)(F)F)c1)C(=O)c1cn(C)cn1.